From a dataset of NCI-60 drug combinations with 297,098 pairs across 59 cell lines. Regression. Given two drug SMILES strings and cell line genomic features, predict the synergy score measuring deviation from expected non-interaction effect. (1) Drug 1: CC1=CC2C(CCC3(C2CCC3(C(=O)C)OC(=O)C)C)C4(C1=CC(=O)CC4)C. Drug 2: CCC1=C2CN3C(=CC4=C(C3=O)COC(=O)C4(CC)O)C2=NC5=C1C=C(C=C5)O. Cell line: EKVX. Synergy scores: CSS=10.8, Synergy_ZIP=-4.89, Synergy_Bliss=-1.39, Synergy_Loewe=-2.66, Synergy_HSA=-0.247. (2) Drug 1: CC1CCCC2(C(O2)CC(NC(=O)CC(C(C(=O)C(C1O)C)(C)C)O)C(=CC3=CSC(=N3)C)C)C. Drug 2: B(C(CC(C)C)NC(=O)C(CC1=CC=CC=C1)NC(=O)C2=NC=CN=C2)(O)O. Cell line: SK-MEL-2. Synergy scores: CSS=89.4, Synergy_ZIP=1.38, Synergy_Bliss=0.253, Synergy_Loewe=0.220, Synergy_HSA=3.30.